From a dataset of Forward reaction prediction with 1.9M reactions from USPTO patents (1976-2016). Predict the product of the given reaction. (1) Given the reactants [OH:1][CH2:2][CH2:3][C:4]1[CH:16]=[CH:15][C:7]([NH:8][C:9](=[O:14])[C:10]([F:13])([F:12])[F:11])=[CH:6][CH:5]=1.C(N(CC)C(C)C)(C)C.Cl[CH2:27][O:28][CH2:29][C:30]1[CH:35]=[CH:34][CH:33]=[CH:32][CH:31]=1, predict the reaction product. The product is: [CH2:29]([O:28][CH2:27][O:1][CH2:2][CH2:3][C:4]1[CH:16]=[CH:15][C:7]([NH:8][C:9](=[O:14])[C:10]([F:12])([F:13])[F:11])=[CH:6][CH:5]=1)[C:30]1[CH:35]=[CH:34][CH:33]=[CH:32][CH:31]=1. (2) Given the reactants FC(F)(F)C(O)=O.[CH3:8][C@@H:9]([O:13][C:14]1[NH:15][C:16]([NH2:25])=[C:17]2[C:21]([N:22]=1)=[N:20][C:19]([O:23][CH3:24])=[N:18]2)[CH2:10][CH2:11][CH3:12].Br[CH2:27][CH2:28][CH2:29][CH:30]1[CH2:35][CH2:34][O:33][C:32]([CH3:37])([CH3:36])[CH2:31]1, predict the reaction product. The product is: [CH3:36][C:32]1([CH3:37])[CH2:31][CH:30]([CH2:29][CH2:28][CH2:27][N:20]2[C:19]([O:23][CH3:24])=[N:18][C:17]3[C:21]2=[N:22][C:14]([O:13][C@H:9]([CH3:8])[CH2:10][CH2:11][CH3:12])=[N:15][C:16]=3[NH2:25])[CH2:35][CH2:34][O:33]1.